This data is from Full USPTO retrosynthesis dataset with 1.9M reactions from patents (1976-2016). The task is: Predict the reactants needed to synthesize the given product. (1) Given the product [CH3:7][O:8][CH2:9][O:10][C@H:11]1[CH2:28][CH2:27][C@@:26]2([CH3:29])[CH:13]([CH2:14][CH2:15][C@@H:16]3[C@@H:25]2[CH2:24][CH2:23][C@@:21]2([CH3:22])[C@H:17]3[CH2:18][CH2:19][C:20]2=[CH2:1])[CH2:12]1, predict the reactants needed to synthesize it. The reactants are: [CH3:1]C(C)([O-])C.[K+].[CH3:7][O:8][CH2:9][O:10][C@H:11]1[CH2:28][CH2:27][C@@:26]2([CH3:29])[C:13](=[CH:14][CH2:15][C@@H:16]3[C@@H:25]2[CH2:24][CH2:23][C@@:21]2([CH3:22])[C@H:17]3[CH2:18][CH2:19][C:20]2=O)[CH2:12]1.O. (2) Given the product [CH:1]1([C@@H:7]2[NH:32][C:31](=[O:33])[O:30][CH2:29][C:28]([CH3:35])([CH3:34])[CH2:27][CH2:26][CH2:25][C:24]3[CH:36]=[C:37]4[C:21](=[CH:22][C:23]=3[O:38][CH3:39])[N:20]3[C:16](=[N:17][CH:18]=[CH:19]3)[CH:15]=[C:14]4[O:13][C@H:12]3[CH2:40][N:9]([C@H:10]([C:41]([OH:43])=[O:42])[CH2:11]3)[C:8]2=[O:45])[CH2:2][CH2:3][CH2:4][CH2:5][CH2:6]1, predict the reactants needed to synthesize it. The reactants are: [CH:1]1([C@@H:7]2[NH:32][C:31](=[O:33])[O:30][CH2:29][C:28]([CH3:35])([CH3:34])[CH2:27][CH2:26][CH2:25][C:24]3[CH:36]=[C:37]4[C:21](=[CH:22][C:23]=3[O:38][CH3:39])[N:20]3[C:16](=[N:17][CH:18]=[CH:19]3)[CH:15]=[C:14]4[O:13][C@H:12]3[CH2:40][N:9]([C@H:10]([C:41]([O:43]C)=[O:42])[CH2:11]3)[C:8]2=[O:45])[CH2:6][CH2:5][CH2:4][CH2:3][CH2:2]1.[Li+].[OH-].Cl. (3) The reactants are: [N+:1]([C:4]1[CH:5]=[C:6]([CH:10]=[CH:11][CH:12]=1)[C:7](Cl)=[O:8])([O-])=O.C(NC(C)C)(C)C.[N:20]1([CH2:25][CH2:26][NH2:27])[CH2:24][CH2:23][CH2:22][CH2:21]1. Given the product [NH2:1][C:4]1[CH:5]=[C:6]([CH:10]=[CH:11][CH:12]=1)[C:7]([NH:27][CH2:26][CH2:25][N:20]1[CH2:24][CH2:23][CH2:22][CH2:21]1)=[O:8], predict the reactants needed to synthesize it. (4) Given the product [Br:21][C:22]1[C:23]([CH3:29])=[C:24]([N:8]2[CH:7]=[CH:6][C:5]3[C:10](=[CH:11][CH:12]=[C:3]([N:2]([CH3:14])[CH3:1])[CH:4]=3)[C:9]2=[O:13])[CH:25]=[CH:26][CH:27]=1, predict the reactants needed to synthesize it. The reactants are: [CH3:1][N:2]([CH3:14])[C:3]1[CH:4]=[C:5]2[C:10](=[CH:11][CH:12]=1)[C:9](=[O:13])[NH:8][CH:7]=[CH:6]2.C(=O)([O-])[O-].[K+].[K+].[Br:21][C:22]1[CH:27]=[CH:26][CH:25]=[C:24](Br)[C:23]=1[CH3:29]. (5) Given the product [F:28][C:27]1[C:26]([N:29]2[CH2:30][CH2:31][O:32][CH2:33][CH2:34]2)=[N:25][C:24]([NH:35][CH2:36][CH2:37][OH:38])=[CH:23][C:22]=1[C:17]1[C:18]([CH3:21])=[N:19][CH:20]=[C:15]([NH:14][C:9]([C:5]2[CH:4]=[C:3]([C:2]([F:1])([F:13])[F:12])[N:8]=[N:7][CH:6]=2)=[O:11])[CH:16]=1, predict the reactants needed to synthesize it. The reactants are: [F:1][C:2]([F:13])([F:12])[C:3]1[N:8]=[N:7][CH:6]=[C:5]([C:9]([OH:11])=O)[CH:4]=1.[NH2:14][C:15]1[CH:16]=[C:17]([C:22]2[C:27]([F:28])=[C:26]([N:29]3[CH2:34][CH2:33][O:32][CH2:31][CH2:30]3)[N:25]=[C:24]([NH:35][CH2:36][CH2:37][OH:38])[CH:23]=2)[C:18]([CH3:21])=[N:19][CH:20]=1.CCN(C(C)C)C(C)C.C(P1(=O)OP(=O)(CCC)OP(=O)(CCC)O1)CC.